From a dataset of Forward reaction prediction with 1.9M reactions from USPTO patents (1976-2016). Predict the product of the given reaction. (1) The product is: [CH2:8]([S:10][C:11]1[CH:33]=[CH:32][CH:31]=[CH:30][C:12]=1[C:13]1[O:29][C:17]([C:18]2[CH:23]=[CH:22][C:21]([CH2:24][CH2:25][CH2:26][CH2:27][CH3:28])=[CH:20][CH:19]=2)=[N:16][N:15]=1)[CH3:9]. Given the reactants C(N(CC)CC)C.[CH2:8]([S:10][C:11]1[CH:33]=[CH:32][CH:31]=[CH:30][C:12]=1[C:13]([NH:15][NH:16][C:17](=[O:29])[C:18]1[CH:23]=[CH:22][C:21]([CH2:24][CH2:25][CH2:26][CH2:27][CH3:28])=[CH:20][CH:19]=1)=O)[CH3:9].[Cl-].ClC1N(C)CC[NH+]1C, predict the reaction product. (2) Given the reactants [NH2:1][C:2]1[C:7]([C:8]#[N:9])=[C:6]([NH:10][C@H:11]([C:13]2[N:17]([C@H:18]3[CH2:21][C@H:20]([O:22]CC4C=CC=CC=4)[CH2:19]3)[C:16]3[CH:30]=[C:31]([F:34])[CH:32]=[CH:33][C:15]=3[N:14]=2)[CH3:12])[N:5]=[CH:4][N:3]=1.B(Br)(Br)Br, predict the reaction product. The product is: [NH2:1][C:2]1[C:7]([C:8]#[N:9])=[C:6]([NH:10][C@H:11]([C:13]2[N:17]([CH:18]3[CH2:21][CH:20]([OH:22])[CH2:19]3)[C:16]3[CH:30]=[C:31]([F:34])[CH:32]=[CH:33][C:15]=3[N:14]=2)[CH3:12])[N:5]=[CH:4][N:3]=1. (3) Given the reactants Br[C:2]1[C:3](=[O:11])[N:4]([CH3:10])[C:5](=[O:9])[N:6]([CH3:8])[N:7]=1.[CH2:12]([NH:19][CH2:20][CH2:21][C:22]1[CH:36]=[CH:35][C:25]([O:26][C:27]([CH3:34])([CH3:33])[C:28]([O:30][CH2:31][CH3:32])=[O:29])=[CH:24][CH:23]=1)[CH2:13][CH2:14][CH2:15][CH2:16][CH2:17][CH3:18], predict the reaction product. The product is: [CH3:8][N:6]1[C:5](=[O:9])[N:4]([CH3:10])[C:3](=[O:11])[C:2]([N:19]([CH2:12][CH2:13][CH2:14][CH2:15][CH2:16][CH2:17][CH3:18])[CH2:20][CH2:21][C:22]2[CH:36]=[CH:35][C:25]([O:26][C:27]([CH3:34])([CH3:33])[C:28]([O:30][CH2:31][CH3:32])=[O:29])=[CH:24][CH:23]=2)=[N:7]1. (4) Given the reactants O1CCCC1.[F:6][C:7]1[CH:12]=[C:11]([O:13][CH2:14][C:15]2[CH:20]=[CH:19][C:18]([F:21])=[CH:17][N:16]=2)[CH:10]=[CH:9][C:8]=1[CH2:22][C:23](Cl)=[N:24][OH:25].[C:27]([C:29]1[C:30]([NH2:35])=[N:31][CH:32]=[CH:33][CH:34]=1)#[CH:28].C(N(CC)CC)C, predict the reaction product. The product is: [F:6][C:7]1[CH:12]=[C:11]([O:13][CH2:14][C:15]2[CH:20]=[CH:19][C:18]([F:21])=[CH:17][N:16]=2)[CH:10]=[CH:9][C:8]=1[CH2:22][C:23]1[CH:28]=[C:27]([C:29]2[C:30]([NH2:35])=[N:31][CH:32]=[CH:33][CH:34]=2)[O:25][N:24]=1. (5) The product is: [F:17][CH:18]1[C:19]2([N:2]([CH3:1])[C:3]3[CH:7]=[C:6]([C:8]4[CH:9]=[N:10][NH:11][C:12]=4[CH3:13])[S:5][C:4]=3[C:14](=[O:15])[NH:16]2)[CH2:20][CH2:21][CH2:22][CH2:23]1. Given the reactants [CH3:1][NH:2][C:3]1[CH:7]=[C:6]([C:8]2[CH:9]=[N:10][NH:11][C:12]=2[CH3:13])[S:5][C:4]=1[C:14]([NH2:16])=[O:15].[F:17][CH:18]1[CH2:23][CH2:22][CH2:21][CH2:20][C:19]1=O.CC1(C)C2(CS(O)(=O)=O)C(CC1CC2)=O.[O-]S([O-])(=O)=O.[Mg+2].C([O-])(O)=O.[Na+], predict the reaction product. (6) Given the reactants [CH3:1][O:2][N:3]=[C:4]1[CH2:8][N:7]([C:9]([O:11]C(C)(C)C)=O)[C@H:6]([C:16]([O:18][CH3:19])=[O:17])[CH2:5]1.[CH3:20][C:21]1[C:22]([C:27]2[CH:35]=[CH:34][C:30](C(O)=O)=[CH:29][CH:28]=2)=[N:23][CH:24]=[CH:25][CH:26]=1, predict the reaction product. The product is: [CH3:1][O:2][N:3]=[C:4]1[CH2:8][N:7]([C:9](=[O:11])[C:30]2[CH:34]=[CH:35][C:27]([C:22]3[C:21]([CH3:20])=[CH:26][CH:25]=[CH:24][N:23]=3)=[CH:28][CH:29]=2)[C@H:6]([C:16]([O:18][CH3:19])=[O:17])[CH2:5]1.